Dataset: Experimentally validated miRNA-target interactions with 360,000+ pairs, plus equal number of negative samples. Task: Binary Classification. Given a miRNA mature sequence and a target amino acid sequence, predict their likelihood of interaction. (1) The miRNA is hsa-miR-7705 with sequence AAUAGCUCAGAAUGUCAGUUCUG. The protein sequence of the target gene is MDEDVLTTLKILIIGESGVGKSSLLLRFTDDTFDPELAATIGVDFKVKTISVDGNKAKLAIWDTAGQERFRTLTPSYYRGAQGVILVYDVTRRDTFVKLDNWLNELETYCTRNDIVNMLVGNKIDKENREVDRNEGLKFARKHSMLFIEASAKTCDGVQCAFEELVEKIIQTPGLWESENQNKGVKLSHREEGQGGGACGGYCSVL. Result: 1 (interaction). (2) The miRNA is rno-miR-15b-5p with sequence UAGCAGCACAUCAUGGUUUACA. The protein sequence of the target gene is MGLELYLDLMSQPCRAVYIFAKKNGIPFQLRTIELLKGQQYTDSFAQVNPLRKVPALKDGDFVLAESVAILLYLSRKYKAPDHWYPQDLQTRARVDEYLAWQHTALRSCCTRAMWQKMMFPVFLGQPVPPEMLASTLAELDGCLQVLEDKFLRNQAFLTGSHISVADLVAITELMHPVSAGCKIFESRPKLAAWRQRVEAEVGESLFQEAHEVVLKAKDMPPLMDPALKEKLKLSVQCLLH. Result: 0 (no interaction). (3) The miRNA is cel-miR-785-3p with sequence UAAGUGAAUUGUUUUGUGUAGA. The protein sequence of the target gene is MAVSRLDRLFILLDTGTTPVTRKAAAQQLGEVVKLHPHELNNLLSKVLIYLRSANWDTRIAAGQAVEAIVKNVPEWNPVPRTRQEPTSESSMEDSPTTERLNFDRFDICRLLQHGASLLGSAGAEFEVQDEKSGEVDPKERIARQRKLLQKKLGLNMGEAIGMSTEELFNDEDLDYTPTSASFVNKQPTLQAAELIDSEFRAGMSNRQKNKAKRMAKLFAKQRSRDAVETNEKSNDSTDGEPEEKRRKIANVVINQSANDSKVLIDNIPDSSSLIEETNEWPLESFCEELCNDLFNPSWE.... Result: 0 (no interaction). (4) The miRNA is mmu-miR-486a-3p with sequence CGGGGCAGCUCAGUACAGGAU. The protein sequence of the target gene is MFSTKALLLAGLISTALAGPWANICAGKSSNEIRTCDRHGCGQYSAQRSQRPHQGVDILCSAGSTVYAPFTGMIVGQEKPYQNKNAINNGVRISGRGFCVKMFYIKPIKYKGPIKKGEKLGTLLPLQKVYPGIQSHVHIENCDSSDPTAYL. Result: 0 (no interaction). (5) The miRNA is hsa-miR-6867-3p with sequence CUCUCCCUCUUUACCCACUAG. The protein sequence of the target gene is MGPVSLLPKYQKLNTWNGDLAKMTHLQAGLSPETIEKARLELNENPDVLHQDIQQVRDMIITRPDIGFLRTDDAFILRFLRARKFHQADAFRLLAQYFQYRQLNLDMFKNFKADDPGIKRALIDGFPGVLENRDHYGRKILLLFAANWDQSRNSFTDILRAILLSLEVLIEDPELQINGFILIIDWSNFSFKQASKLTPSILKLAIEGLQDSFPARFGGVHFVNQPWYIHALYTLIKPFLKDKTRKRIFLHGNNLNSLHQLIHPEFLPSEFGGTLPPYDMGTWARTLLGPDYSDENDYTH.... Result: 0 (no interaction). (6) The protein sequence of the target gene is MKRRLDDQESPVYAAQQRRIPGSTEAFSHQHRVLAPAPPVYEAVSETMQSATGIQYSVAPNYQVSAVPQSSGSHGPAIAAVHSSHHHPTAVQPHGGQVVQSHAHPAPPVAPVQGQQQFQRLKVEDALSYLDQVKLQFGSQPQVYNDFLDIMKEFKSQSIDTPGVISRVSQLFKGHPDLIMGFNTFLPPGYKIEVQTNDMVNVTTPGQVHQIPTHGIQPQPQPPPQHPSQPSSQSAPTPAQPAPQPTAAKVSKPSQLQAHTPASQQTPPLPPYASPRSPPVQPHTPVTISLGTAPSLQNNQ.... Result: 0 (no interaction). The miRNA is hsa-miR-3127-3p with sequence UCCCCUUCUGCAGGCCUGCUGG.